This data is from Forward reaction prediction with 1.9M reactions from USPTO patents (1976-2016). The task is: Predict the product of the given reaction. (1) Given the reactants [N:1]([CH2:4][C:5]([C:7]1[CH:12]=[CH:11][C:10]([S:13][CH3:14])=[CH:9][CH:8]=1)=[O:6])=[N+:2]=[N-:3].B.C1COCC1, predict the reaction product. The product is: [N:1]([CH2:4][CH:5]([C:7]1[CH:12]=[CH:11][C:10]([S:13][CH3:14])=[CH:9][CH:8]=1)[OH:6])=[N+:2]=[N-:3]. (2) Given the reactants Br[C:2]1[CH:3]=[C:4]([S:12]([NH:15][C:16]2[CH:25]=[CH:24][C:19]([C:20]([O:22]C)=[O:21])=[C:18]([OH:26])[CH:17]=2)(=[O:14])=[O:13])[CH:5]=[C:6]([C:8]([F:11])([F:10])[F:9])[CH:7]=1.[C:27]1(B(O)O)[CH:32]=[CH:31][CH:30]=[CH:29][CH:28]=1, predict the reaction product. The product is: [OH:26][C:18]1[CH:17]=[C:16]([NH:15][S:12]([C:4]2[CH:3]=[C:2]([C:27]3[CH:32]=[CH:31][CH:30]=[CH:29][CH:28]=3)[CH:7]=[C:6]([C:8]([F:11])([F:9])[F:10])[CH:5]=2)(=[O:13])=[O:14])[CH:25]=[CH:24][C:19]=1[C:20]([OH:22])=[O:21]. (3) Given the reactants [C:1]1([C@@H:7]2[CH2:9][C@H:8]2[NH2:10])[CH:6]=[CH:5][CH:4]=[CH:3][CH:2]=1.[C:11]([CH:14]1[CH2:19][CH2:18][N:17]([C:20]([O:22][C:23]([CH3:26])([CH3:25])[CH3:24])=[O:21])[CH2:16][CH2:15]1)(=O)[CH3:12].CC(O)=O.C(O[BH-](OC(=O)C)OC(=O)C)(=O)C.[Na+].C([O-])(O)=O.[Na+], predict the reaction product. The product is: [C:1]1([C@@H:7]2[CH2:9][C@H:8]2[NH:10][CH:11]([CH:14]2[CH2:15][CH2:16][N:17]([C:20]([O:22][C:23]([CH3:24])([CH3:26])[CH3:25])=[O:21])[CH2:18][CH2:19]2)[CH3:12])[CH:6]=[CH:5][CH:4]=[CH:3][CH:2]=1. (4) Given the reactants C(NCC)C.[CH2:6]([N:8](CC)[C:9]([C:11]1[CH:12]=[CH:13][C:14]2[C:15](=[O:25])[C:16]3[C:21]([O:22][C:23]=2[CH:24]=1)=[CH:20][CH:19]=[CH:18][CH:17]=3)=[O:10])[CH3:7].C([NH-])C, predict the reaction product. The product is: [CH2:6]([NH:8][C:9]([C:11]1[CH:12]=[CH:13][C:14]2[C:15](=[O:25])[C:16]3[C:21]([O:22][C:23]=2[CH:24]=1)=[CH:20][CH:19]=[CH:18][CH:17]=3)=[O:10])[CH3:7]. (5) Given the reactants [O:1]1[C:5]2([CH2:10][CH2:9][C:8](=O)[CH2:7][CH2:6]2)[O:4][CH2:3][CH2:2]1.Cl.[CH3:13][NH2:14].C(O[BH-](OC(=O)C)OC(=O)C)(=O)C.[Na+].[OH-].[Na+], predict the reaction product. The product is: [O:1]1[C:5]2([CH2:10][CH2:9][CH:8]([CH2:13][NH2:14])[CH2:7][CH2:6]2)[O:4][CH2:3][CH2:2]1. (6) The product is: [CH3:1][N:2]1[C:7](=[O:8])[CH:6]=[CH:5][C:4]([C:9](=[O:28])[CH2:10][CH:11]([C:19]2[CH:27]=[CH:26][C:22]([C:23]([NH:29][CH2:30][CH:31]([OH:36])[C:32]([F:35])([F:34])[F:33])=[O:25])=[CH:21][CH:20]=2)[C:12]2[CH:17]=[CH:16][CH:15]=[CH:14][C:13]=2[CH3:18])=[CH:3]1. Given the reactants [CH3:1][N:2]1[C:7](=[O:8])[CH:6]=[CH:5][C:4]([C:9](=[O:28])[CH2:10][CH:11]([C:19]2[CH:27]=[CH:26][C:22]([C:23]([OH:25])=O)=[CH:21][CH:20]=2)[C:12]2[CH:17]=[CH:16][CH:15]=[CH:14][C:13]=2[CH3:18])=[CH:3]1.[NH2:29][CH2:30][CH:31]([OH:36])[C:32]([F:35])([F:34])[F:33].F[P-](F)(F)(F)(F)F.N1(O[P+](N(C)C)(N(C)C)N(C)C)C2C=CC=CC=2N=N1, predict the reaction product. (7) Given the reactants [CH3:1][N:2]([CH3:23])[CH2:3][CH:4]([NH:6][C:7]1[CH:19]=[CH:18][C:10]([C:11]([N:13]([CH2:16][CH3:17])[CH2:14][CH3:15])=[O:12])=[CH:9][C:8]=1[N+:20]([O-])=O)[CH3:5], predict the reaction product. The product is: [NH2:20][C:8]1[CH:9]=[C:10]([CH:18]=[CH:19][C:7]=1[NH:6][CH:4]([CH3:5])[CH2:3][N:2]([CH3:1])[CH3:23])[C:11]([N:13]([CH2:16][CH3:17])[CH2:14][CH3:15])=[O:12]. (8) Given the reactants [C:1]([O:5][C:6]([N:8]1[CH2:13][CH:12]=[C:11]([C:14]2[C:22]3[S:21][C:20]([NH:23][C:24]([C:26]4[CH:31]=[CH:30][N:29]=[C:28]([CH3:32])[CH:27]=4)=[O:25])=[N:19][C:18]=3[C:17]([O:33][CH3:34])=[CH:16][CH:15]=2)[CH2:10][CH2:9]1)=[O:7])([CH3:4])([CH3:3])[CH3:2].C1COCC1, predict the reaction product. The product is: [C:1]([O:5][C:6]([N:8]1[CH2:13][CH2:12][CH:11]([C:14]2[C:22]3[S:21][C:20]([NH:23][C:24]([C:26]4[CH:31]=[CH:30][N:29]=[C:28]([CH3:32])[CH:27]=4)=[O:25])=[N:19][C:18]=3[C:17]([O:33][CH3:34])=[CH:16][CH:15]=2)[CH2:10][CH2:9]1)=[O:7])([CH3:4])([CH3:3])[CH3:2]. (9) The product is: [CH:17]1([N:7]2[CH2:8][C:9]([F:16])([F:15])[C:10](=[O:14])[N:11]([CH2:12][CH3:13])[C:5]3[CH:4]=[N:3][C:2]([NH:23][C:24]4[CH:39]=[CH:38][C:27]([C:28]([NH:30][CH:31]5[CH2:32][CH2:33][N:34]([CH3:37])[CH2:35][CH2:36]5)=[O:29])=[CH:26][C:25]=4[O:40][CH3:41])=[N:22][C:6]2=3)[CH2:21][CH2:20][CH2:19][CH2:18]1. Given the reactants Cl[C:2]1[N:3]=[CH:4][C:5]2[N:11]([CH2:12][CH3:13])[C:10](=[O:14])[C:9]([F:16])([F:15])[CH2:8][N:7]([CH:17]3[CH2:21][CH2:20][CH2:19][CH2:18]3)[C:6]=2[N:22]=1.[NH2:23][C:24]1[CH:39]=[CH:38][C:27]([C:28]([NH:30][CH:31]2[CH2:36][CH2:35][N:34]([CH3:37])[CH2:33][CH2:32]2)=[O:29])=[CH:26][C:25]=1[O:40][CH3:41].O.C1(C)C=CC(S(O)(=O)=O)=CC=1, predict the reaction product. (10) The product is: [C:22]([O:1][CH2:2][CH2:3][CH2:4][O:5][C:6](=[O:14])[C:7]1[CH:12]=[CH:11][C:10]([OH:13])=[CH:9][CH:8]=1)(=[O:26])[C:23]([CH3:25])=[CH2:24]. Given the reactants [OH:1][CH2:2][CH2:3][CH2:4][O:5][C:6](=[O:14])[C:7]1[CH:12]=[CH:11][C:10]([OH:13])=[CH:9][CH:8]=1.CN1CCCC1=O.[C:22](Cl)(=[O:26])[C:23]([CH3:25])=[CH2:24], predict the reaction product.